Dataset: Full USPTO retrosynthesis dataset with 1.9M reactions from patents (1976-2016). Task: Predict the reactants needed to synthesize the given product. (1) Given the product [F:36][C:27]1[CH:28]=[C:29]([C:32]([OH:35])([CH3:33])[CH3:34])[CH:30]=[CH:31][C:26]=1[C:20]1[S:19][C:18]([NH:17][C:2]2[CH:3]=[CH:4][CH:5]=[C:6]([C:8]([N:10]3[CH2:15][CH2:14][O:13][C@H:12]([CH3:16])[CH2:11]3)=[O:9])[N:7]=2)=[C:22]([C:23]([NH2:25])=[O:24])[CH:21]=1, predict the reactants needed to synthesize it. The reactants are: Br[C:2]1[N:7]=[C:6]([C:8]([N:10]2[CH2:15][CH2:14][O:13][C@H:12]([CH3:16])[CH2:11]2)=[O:9])[CH:5]=[CH:4][CH:3]=1.[NH2:17][C:18]1[S:19][C:20]([C:26]2[CH:31]=[CH:30][C:29]([C:32]([OH:35])([CH3:34])[CH3:33])=[CH:28][C:27]=2[F:36])=[CH:21][C:22]=1[C:23]([NH2:25])=[O:24]. (2) Given the product [CH3:17][O:18][C:19](=[O:32])[CH:20]([O:29][CH2:30][CH3:31])[CH2:21][C:22]1[CH:27]=[CH:26][C:25]([S:28][CH2:2][CH2:3][N:4]([C:5]2[CH:6]=[CH:7][CH:8]=[C:9]([N:11]([CH2:12][CH2:13][S:28][C:25]3[CH:24]=[CH:23][C:22]([CH2:21][CH:20]([O:29][CH2:30][CH3:31])[C:19]([O:18][CH3:17])=[O:33])=[CH:27][CH:26]=3)[CH3:15])[N:10]=2)[CH3:16])=[CH:24][CH:23]=1, predict the reactants needed to synthesize it. The reactants are: O[CH2:2][CH2:3][N:4]([CH3:16])[C:5]1[N:10]=[C:9]([N:11]([CH3:15])[CH2:12][CH2:13]O)[CH:8]=[CH:7][CH:6]=1.[CH3:17][O:18][C:19](=[O:32])[CH:20]([O:29][CH2:30][CH3:31])[CH2:21][C:22]1[CH:27]=[CH:26][C:25]([SH:28])=[CH:24][CH:23]=1.[OH2:33]. (3) Given the product [Cl:34][C:28]1[CH:29]=[CH:30][CH:31]=[C:32]([Cl:33])[C:27]=1[CH:21]1[C:20]([C:35]([O:37][CH3:38])=[O:36])=[C:19]([CH2:39][C:40]([O:42][CH3:43])=[O:41])[NH:18][C:17]([CH2:16][CH2:15][C:10]2[CH:11]=[CH:12][CH:13]=[CH:14][C:9]=2[OH:8])=[C:22]1[C:23]([O:25][CH3:26])=[O:24], predict the reactants needed to synthesize it. The reactants are: [Si]([O:8][C:9]1[CH:14]=[CH:13][CH:12]=[CH:11][C:10]=1[CH2:15][CH2:16][C:17]1[NH:18][C:19]([CH2:39][C:40]([O:42][CH3:43])=[O:41])=[C:20]([C:35]([O:37][CH3:38])=[O:36])[CH:21]([C:27]2[C:32]([Cl:33])=[CH:31][CH:30]=[CH:29][C:28]=2[Cl:34])[C:22]=1[C:23]([O:25][CH3:26])=[O:24])(C(C)(C)C)(C)C.[F-].C([N+](CCCC)(CCCC)CCCC)CCC.O.